From a dataset of Peptide-MHC class I binding affinity with 185,985 pairs from IEDB/IMGT. Regression. Given a peptide amino acid sequence and an MHC pseudo amino acid sequence, predict their binding affinity value. This is MHC class I binding data. (1) The peptide sequence is CPTLKKGFL. The MHC is HLA-B46:01 with pseudo-sequence HLA-B46:01. The binding affinity (normalized) is 0.0847. (2) The peptide sequence is SLMSRVVYK. The MHC is HLA-A26:01 with pseudo-sequence HLA-A26:01. The binding affinity (normalized) is 0.0847.